From a dataset of Forward reaction prediction with 1.9M reactions from USPTO patents (1976-2016). Predict the product of the given reaction. Given the reactants Br[C:2]1[CH:3]=[CH:4][C:5](=[O:24])[N:6]([CH2:8][CH2:9][CH2:10][C:11]2[CH:12]=[C:13]([CH:21]=[CH:22][CH:23]=2)[O:14][CH2:15][C:16]([O:18][CH2:19][CH3:20])=[O:17])[CH:7]=1.[C:25]1([C:34]2[CH:39]=[CH:38][CH:37]=[CH:36][CH:35]=2)[C:26](B(O)O)=[CH:27][CH:28]=[CH:29][CH:30]=1.C([O-])([O-])=O.[Na+].[Na+].O, predict the reaction product. The product is: [C:25]1([C:34]2[CH:35]=[CH:36][CH:37]=[CH:38][CH:39]=2)[CH:26]=[CH:27][CH:28]=[CH:29][C:30]=1[C:2]1[CH:3]=[CH:4][C:5](=[O:24])[N:6]([CH2:8][CH2:9][CH2:10][C:11]2[CH:12]=[C:13]([CH:21]=[CH:22][CH:23]=2)[O:14][CH2:15][C:16]([O:18][CH2:19][CH3:20])=[O:17])[CH:7]=1.